From a dataset of Reaction yield outcomes from USPTO patents with 853,638 reactions. Predict the reaction yield, written as a fraction of the theoretical maximum amount of product (1.0 means a 100% yield; for example, 0.34 means a 34% yield). (1) The reactants are [F:1][C:2]1[CH:7]=[CH:6][C:5]([C:8]2[NH:12][C:11]([N:13]3[CH2:18][CH2:17][NH:16][CH2:15][CH2:14]3)=[N:10][CH:9]=2)=[CH:4][C:3]=1[C:19]([F:22])([F:21])[F:20].Cl[C:24]1[N:29]=[CH:28][N:27]=[C:26]2[NH:30][N:31]=[CH:32][C:25]=12.C(N(C(C)C)CC)(C)C. The catalyst is C(O)(C)C. The product is [F:1][C:2]1[CH:7]=[CH:6][C:5]([C:8]2[NH:12][C:11]([N:13]3[CH2:14][CH2:15][N:16]([C:24]4[N:29]=[CH:28][N:27]=[C:26]5[NH:30][N:31]=[CH:32][C:25]=45)[CH2:17][CH2:18]3)=[N:10][CH:9]=2)=[CH:4][C:3]=1[C:19]([F:22])([F:20])[F:21]. The yield is 0.800. (2) The reactants are F[C:2]1[CH:7]=[CH:6][C:5]([N+:8]([O-:10])=[O:9])=[CH:4][C:3]=1[N:11]1[C:15](=[O:16])[NH:14][N:13]=[N:12]1.Cl.[OH:18][CH:19]1[CH2:22][NH:21][CH2:20]1.N(CC)(CCC)[CH2:24]CC. The catalyst is CC#N. The product is [OH:18][CH:19]1[CH2:22][N:21]([C:2]2[CH:7]=[CH:6][C:5]([N+:8]([O-:10])=[O:9])=[CH:4][C:3]=2[N:11]2[C:15](=[O:16])[N:14]([CH3:24])[N:13]=[N:12]2)[CH2:20]1. The yield is 0.880. (3) The reactants are [Br:1][C:2]1[CH:3]=[C:4]([OH:8])[CH:5]=[CH:6][CH:7]=1.N1C=CN=C1.[CH3:14][C:15]([Si:18](Cl)([CH3:20])[CH3:19])([CH3:17])[CH3:16]. The catalyst is C(Cl)Cl. The product is [Si:18]([O:8][C:4]1[CH:5]=[CH:6][CH:7]=[C:2]([Br:1])[CH:3]=1)([C:15]([CH3:17])([CH3:16])[CH3:14])([CH3:20])[CH3:19]. The yield is 0.910. (4) The catalyst is C(O)C.O. The yield is 0.800. The reactants are Cl.Cl[C:3]1[N:12]=[CH:11][C:10]2[N:9]3[CH:13]=[N:14][N:15]=[C:8]3[C@@H:7]([CH2:16][CH3:17])[N:6]([C@@H:18]3[CH2:22][CH2:21][C:20]([F:24])([F:23])[CH2:19]3)[C:5]=2[N:4]=1.[NH2:25][C:26]1[CH:36]=[CH:35][C:29]([C:30]([NH:32][CH2:33][CH3:34])=[O:31])=[CH:28][C:27]=1[O:37][CH3:38]. The product is [F:23][C:20]1([F:24])[CH2:21][CH2:22][C@@H:18]([N:6]2[C:5]3[N:4]=[C:3]([NH:25][C:26]4[CH:36]=[CH:35][C:29]([C:30]([NH:32][CH2:33][CH3:34])=[O:31])=[CH:28][C:27]=4[O:37][CH3:38])[N:12]=[CH:11][C:10]=3[N:9]3[CH:13]=[N:14][N:15]=[C:8]3[C@H:7]2[CH2:16][CH3:17])[CH2:19]1. (5) The product is [ClH:22].[Cl:23][CH2:15][C:9]([C:8]1[CH:7]=[N:6][CH:5]=[CH:4][C:3]=1[C:2]([F:1])([F:14])[F:13])=[O:11]. The yield is 0.490. The catalyst is CC(O)=O.CCOCC. The reactants are [F:1][C:2]([F:14])([F:13])[C:3]1[C:8]([C:9]([O:11]C)=O)=[CH:7][N:6]=[CH:5][CH:4]=1.[CH2:15]1C(=O)N([Cl:22])C(=O)C1.[ClH:23]. (6) The reactants are O=S(Cl)[Cl:3].[Cl:5][C:6]1[CH:11]=[C:10]([CH2:12]O)[CH:9]=[CH:8][N:7]=1. The catalyst is C(Cl)Cl. The product is [Cl:5][C:6]1[CH:11]=[C:10]([CH2:12][Cl:3])[CH:9]=[CH:8][N:7]=1. The yield is 1.00. (7) The product is [Cl:13][C:12]1[CH:11]=[C:10]([Cl:14])[CH:9]=[C:8]([Cl:15])[C:7]=1[N:6]1[C:2]2=[N:1][C:32]([CH2:31][C:25]3[CH:26]=[CH:27][C:28]([O:29][CH3:30])=[C:23]([OH:22])[CH:24]=3)=[N:21][C:19](=[O:20])[C:3]2=[C:4]([CH:16]2[CH2:17][CH2:18]2)[NH:5]1. The catalyst is C(O)C. The reactants are [NH2:1][C:2]1[N:6]([C:7]2[C:12]([Cl:13])=[CH:11][C:10]([Cl:14])=[CH:9][C:8]=2[Cl:15])[N:5]=[C:4]([CH:16]2[CH2:18][CH2:17]2)[C:3]=1[C:19]([NH2:21])=[O:20].[OH:22][C:23]1[CH:24]=[C:25]([CH2:31][C:32](OCC)=O)[CH:26]=[CH:27][C:28]=1[O:29][CH3:30].[O-]CC.[Na+]. The yield is 0.220. (8) The reactants are Br[C:2]1[CH:3]=[C:4]([CH:7]=[CH:8][C:9]=1[O:10][CH3:11])[C:5]#[N:6].C([Mg]Cl)(C)C.[B:17](OC)([O:20]C)[O:18]C. The catalyst is O1CCCC1. The product is [C:5]([C:4]1[CH:7]=[CH:8][C:9]([O:10][CH3:11])=[C:2]([B:17]([OH:20])[OH:18])[CH:3]=1)#[N:6]. The yield is 0.990.